Predict which catalyst facilitates the given reaction. From a dataset of Catalyst prediction with 721,799 reactions and 888 catalyst types from USPTO. (1) Reactant: [Si:1]([O:8][CH2:9][C@@H:10]([OH:13])[CH2:11][Cl:12])([C:4]([CH3:7])([CH3:6])[CH3:5])([CH3:3])[CH3:2].[O:14]1[CH:19]=[CH:18][CH2:17][CH2:16][CH2:15]1.C1(C)C=CC(S([O-])(=O)=O)=CC=1.[NH+]1C=CC=CC=1. Product: [Si:1]([O:8][CH2:9][CH:10]([O:13][CH:15]1[CH2:16][CH2:17][CH2:18][CH2:19][O:14]1)[CH2:11][Cl:12])([C:4]([CH3:7])([CH3:6])[CH3:5])([CH3:3])[CH3:2]. The catalyst class is: 4. (2) Reactant: Cl[C:2](=[N:14][OH:15])[C@H:3]1[CH2:8][CH2:7][C@H:6]([C:9]([O:11]CC)=[O:10])[CH2:5][CH2:4]1.O1CCN([C:22]2[CH2:27][CH2:26][CH2:25][CH2:24][CH:23]=2)CC1.C(N(CC)CC)C. Product: [O:15]1[C:23]2[CH2:24][CH2:25][CH2:26][CH2:27][C:22]=2[C:2]([C@@H:3]2[CH2:4][CH2:5][C@H:6]([C:9]([OH:11])=[O:10])[CH2:7][CH2:8]2)=[N:14]1. The catalyst class is: 4. (3) Reactant: [CH2:1]([N:3]1[CH2:8][C@@H:7]([CH3:9])[O:6][C:5](=[O:10])[CH2:4]1)[CH3:2].C[Si]([N-][Si](C)(C)C)(C)C.[Li+].O1CCCC1.C(C1C=CC=CC=1)C.Br[CH2:35][C:36]([O:38][CH3:39])=[O:37]. Product: [CH2:1]([N:3]1[CH2:8][C@@H:7]([CH3:9])[O:6][C:5](=[O:10])[CH:4]1[CH2:35][C:36]([O:38][CH3:39])=[O:37])[CH3:2]. The catalyst class is: 7. (4) Reactant: [C:1]([C:3]1[C:4]([C:10]2[CH:11]=[C:12]([NH:16][C:17]([NH:19][C:20]3[CH:25]=[CH:24][C:23]([C:26]([F:29])([F:28])[F:27])=[CH:22][CH:21]=3)=[O:18])[CH:13]=[CH:14][CH:15]=2)=[N:5][CH:6]=[N:7][C:8]=1O)#[N:2].O=P(Cl)(Cl)[Cl:32]. Product: [Cl:32][C:8]1[N:7]=[CH:6][N:5]=[C:4]([C:10]2[CH:11]=[C:12]([NH:16][C:17]([NH:19][C:20]3[CH:25]=[CH:24][C:23]([C:26]([F:29])([F:28])[F:27])=[CH:22][CH:21]=3)=[O:18])[CH:13]=[CH:14][CH:15]=2)[C:3]=1[C:1]#[N:2]. The catalyst class is: 12. (5) Reactant: [CH3:1][C:2]1[CH:7]=[C:6]([C:8]2[C:16]3[C:11](=[CH:12][CH:13]=[C:14]([NH:17][C:18]([C@:20]4([S:39][CH3:40])[CH2:24][CH2:23][N:22]([CH2:25][C:26](=[O:38])[CH:27]5[CH2:32][CH2:31][N:30]([C:33]6[S:34][CH:35]=[CH:36][N:37]=6)[CH2:29][CH2:28]5)[CH2:21]4)=[O:19])[CH:15]=3)[NH:10][N:9]=2)[CH:5]=[CH:4][N:3]=1.[BH4-].[Na+]. Product: [OH:38][CH:26]([CH:27]1[CH2:28][CH2:29][N:30]([C:33]2[S:34][CH:35]=[CH:36][N:37]=2)[CH2:31][CH2:32]1)[CH2:25][N:22]1[CH2:23][CH2:24][C@@:20]([S:39][CH3:40])([C:18]([NH:17][C:14]2[CH:15]=[C:16]3[C:11](=[CH:12][CH:13]=2)[NH:10][N:9]=[C:8]3[C:6]2[CH:5]=[CH:4][N:3]=[C:2]([CH3:1])[CH:7]=2)=[O:19])[CH2:21]1. The catalyst class is: 5. (6) Reactant: [CH:1]1[C:10]2[C:5](=[CH:6][CH:7]=[CH:8][CH:9]=2)[CH:4]=[C:3]([C:11](O)=[O:12])[N:2]=1.B.C1COCC1.CO. Product: [OH:12][CH2:11][C:3]1[N:2]=[CH:1][C:10]2[C:5]([CH:4]=1)=[CH:6][CH:7]=[CH:8][CH:9]=2. The catalyst class is: 1. (7) Reactant: [NH2:1][C:2]1[CH:3]=[CH:4][N:5]([CH3:27])[C:6]2[C:7]=1[CH:8]=[CH:9][C:10]1[N:19]([C:20]3[CH:25]=[CH:24][C:23]([F:26])=[CH:22][CH:21]=3)[CH2:18][CH:17]=[C:12]3[NH:13][C:14](=[O:16])[C:15]=2[C:11]=13.C(N(CC)C(C)C)(C)C.CN(C(ON1N=NC2C=CC=NC1=2)=[N+](C)C)C.F[P-](F)(F)(F)(F)F.[N:61]1([CH2:67][CH2:68][C:69](O)=[O:70])[CH2:66][CH2:65][CH2:64][CH2:63][CH2:62]1. Product: [F:26][C:23]1[CH:22]=[CH:21][C:20]([N:19]2[C:10]3=[C:11]4[C:15](=[C:6]5[N:5]([CH3:27])[CH:4]=[CH:3][C:2]([NH:1][C:69](=[O:70])[CH2:68][CH2:67][N:61]6[CH2:66][CH2:65][CH2:64][CH2:63][CH2:62]6)=[C:7]5[CH:8]=[CH:9]3)[C:14](=[O:16])[NH:13][C:12]4=[CH:17][CH2:18]2)=[CH:25][CH:24]=1. The catalyst class is: 80. (8) Product: [O:1]=[CH:2][C@@H:3]([C@H:5]([C@@H:7]([C@@H:9]([CH2:11][OH:12])[OH:10])[OH:8])[OH:6])[OH:4]. The catalyst class is: 6. Reactant: [O:1]=[CH:2][C@@H:3]([C@H:5]([C@H:7]([C@@H:9]([CH2:11][OH:12])[OH:10])[OH:8])[OH:6])[OH:4]. (9) Reactant: Cl[C:2](Cl)([O:4]C(=O)OC(Cl)(Cl)Cl)Cl.[Br:13][C:14]1[C:15]([NH:28][NH2:29])=[N:16][C:17]([CH3:27])=[CH:18][C:19]=1[C:20]1[CH:25]=[CH:24][C:23]([Cl:26])=[CH:22][CH:21]=1. Product: [Br:13][C:14]1[C:15]2[N:16]([C:2](=[O:4])[NH:29][N:28]=2)[C:17]([CH3:27])=[CH:18][C:19]=1[C:20]1[CH:21]=[CH:22][C:23]([Cl:26])=[CH:24][CH:25]=1. The catalyst class is: 1.